This data is from Reaction yield outcomes from USPTO patents with 853,638 reactions. The task is: Predict the reaction yield, written as a fraction of the theoretical maximum amount of product (1.0 means a 100% yield; for example, 0.34 means a 34% yield). (1) The catalyst is O1CCOCC1.C1C=CC(P(C2C=CC=CC=2)[C-]2C=CC=C2)=CC=1.C1C=CC(P(C2C=CC=CC=2)[C-]2C=CC=C2)=CC=1.Cl[Pd]Cl.[Fe+2]. The product is [CH3:11][C:5]1[C:4]2[C:8](=[CH:9][CH:10]=[C:2]([B:15]3[O:16][C:17]([CH3:19])([CH3:18])[C:13]([CH3:29])([CH3:12])[O:14]3)[CH:3]=2)[NH:7][CH:6]=1. The yield is 0.600. The reactants are Br[C:2]1[CH:3]=[C:4]2[C:8](=[CH:9][CH:10]=1)[NH:7][CH:6]=[C:5]2[CH3:11].[CH3:12][C:13]1([CH3:29])[C:17]([CH3:19])([CH3:18])[O:16][B:15]([B:15]2[O:16][C:17]([CH3:19])([CH3:18])[C:13]([CH3:29])([CH3:12])[O:14]2)[O:14]1.C(O[K])(C)=O.O. (2) The reactants are [CH2:1]([O:3][C:4](=[O:18])[CH2:5][C:6]1[CH:11]=[CH:10][C:9]([I:12])=[C:8]([O:13][CH2:14][CH:15]2[CH2:17][CH2:16]2)[CH:7]=1)[CH3:2].[H-].[Na+].[CH2:21](Br)[CH:22]([CH3:24])[CH3:23].[Cl-].[NH4+]. The catalyst is CN(C=O)C. The yield is 0.840. The product is [CH2:1]([O:3][C:4](=[O:18])[CH:5]([C:6]1[CH:11]=[CH:10][C:9]([I:12])=[C:8]([O:13][CH2:14][CH:15]2[CH2:16][CH2:17]2)[CH:7]=1)[CH2:21][CH:22]([CH3:24])[CH3:23])[CH3:2].